Task: Predict the reactants needed to synthesize the given product.. Dataset: Full USPTO retrosynthesis dataset with 1.9M reactions from patents (1976-2016) (1) Given the product [N:1]([CH2:4][C@H:5]1[O:9][C:8](=[O:10])[N:7]([C:11]2[CH:16]=[CH:15][C:14]([C:17]([NH2:28])=[O:18])=[C:13]([F:20])[CH:12]=2)[CH2:6]1)=[N+:2]=[N-:3], predict the reactants needed to synthesize it. The reactants are: [N:1]([CH2:4][C@H:5]1[O:9][C:8](=[O:10])[N:7]([C:11]2[CH:16]=[CH:15][C:14]([C:17](O)=[O:18])=[C:13]([F:20])[CH:12]=2)[CH2:6]1)=[N+:2]=[N-:3].F[P-](F)(F)(F)(F)F.[N:28]1(OC(N(C)C)=[N+](C)C)C2N=CC=CC=2N=N1.CCN(C(C)C)C(C)C.[Cl-].[NH4+]. (2) Given the product [CH2:1]=[CH:2][C:3]1[CH:8]=[CH:7][CH:6]=[CH:5][CH:4]=1.[CH2:11]=[CH:10][C:9]([OH:13])=[O:12], predict the reactants needed to synthesize it. The reactants are: [CH2:1]=[CH:2][C:3]1[CH:8]=[CH:7][CH:6]=[CH:5][CH:4]=1.[C:9]([O:13]CCCC)(=[O:12])[CH:10]=[CH2:11].C(O)(=O)C=C.[OH-].[Na+].[N+]([O-])(O)=O. (3) Given the product [F:24][CH:23]([F:25])[C:13]1[C:14]2[C:15](=[O:22])[CH2:16][C:17]([CH3:21])([CH3:20])[CH2:18][C:19]=2[N:11]([C:9]2[CH:8]=[CH:7][C:3]([C:4]([NH2:6])=[O:5])=[C:2]([NH:32][CH:33]3[CH2:38][CH2:37][S:36][CH2:35][CH2:34]3)[CH:10]=2)[N:12]=1, predict the reactants needed to synthesize it. The reactants are: Br[C:2]1[CH:10]=[C:9]([N:11]2[C:19]3[CH2:18][C:17]([CH3:21])([CH3:20])[CH2:16][C:15](=[O:22])[C:14]=3[C:13]([CH:23]([F:25])[F:24])=[N:12]2)[CH:8]=[CH:7][C:3]=1[C:4]([NH2:6])=[O:5].CC([O-])(C)C.[Na+].[NH2:32][CH:33]1[CH2:38][CH2:37][S:36][CH2:35][CH2:34]1.N1C=CC=N1.[OH-].[Na+]. (4) The reactants are: [CH2:1]([N:4]1[CH2:9][CH2:8][O:7][CH2:6][CH2:5]1)[C:2]#[CH:3].I[C:11]1[CH:16]=[CH:15][C:14](/[C:17](/[C:37]2[CH:42]=[CH:41][C:40]([C:43]([F:46])([F:45])[F:44])=[CH:39][CH:38]=2)=[CH:18]\[CH2:19][O:20][C:21]2[C:26]3[O:27][CH:28]=[CH:29][C:25]=3[C:24]([O:30][CH2:31][C:32]([O:34][CH2:35][CH3:36])=[O:33])=[CH:23][CH:22]=2)=[CH:13][CH:12]=1. Given the product [N:4]1([CH2:1][C:2]#[C:3][C:11]2[CH:12]=[CH:13][C:14](/[C:17](/[C:37]3[CH:42]=[CH:41][C:40]([C:43]([F:45])([F:44])[F:46])=[CH:39][CH:38]=3)=[CH:18]\[CH2:19][O:20][C:21]3[C:26]4[O:27][CH:28]=[CH:29][C:25]=4[C:24]([O:30][CH2:31][C:32]([O:34][CH2:35][CH3:36])=[O:33])=[CH:23][CH:22]=3)=[CH:15][CH:16]=2)[CH2:9][CH2:8][O:7][CH2:6][CH2:5]1, predict the reactants needed to synthesize it. (5) Given the product [CH3:33]/[CH:32]=[C:30](\[C:29]([O:24][C@@H:23]1[C@@:17]2([OH:26])[C@H:16]([OH:15])[C:11]([CH2:12][OH:13])=[CH:10][C@H:9]3[C@@H:5]4[C:6]([CH3:7])([CH3:8])[C@@H:4]4[CH2:3][C@@H:2]([CH3:1])[C@:18]2([C:19]3=[O:20])[CH:21]=[C:22]1[CH3:25])=[O:34])/[CH3:31], predict the reactants needed to synthesize it. The reactants are: [CH3:1][C@H:2]1[C:18]23[CH:21]=[C:22]([CH3:25])[C@H:23]([OH:24])[C@@:17]2([OH:26])[C@H:16]2[C:11]([CH2:12][O:13]C(C)(C)[O:15]2)=[CH:10][CH:9]([C:19]3=[O:20])[CH:5]2[C:6]([CH3:8])([CH3:7])[CH:4]2[CH2:3]1.[C:29](O)(=[O:34])/[C:30](=[CH:32]\[CH3:33])/[CH3:31]. (6) Given the product [Cl:1][C:2]1[CH:3]=[N:4][N:5]([CH3:16])[C:6]=1[C:7]1[CH:8]=[C:9]([C:13]([NH:17][C@@H:18]([CH2:31][C:32]2[CH:33]=[CH:34][C:35]([F:38])=[CH:36][CH:37]=2)[CH2:19][N:20]2[C:28](=[O:29])[C:27]3[C:22](=[CH:23][CH:24]=[CH:25][CH:26]=3)[C:21]2=[O:30])=[O:15])[O:10][C:11]=1[CH3:12], predict the reactants needed to synthesize it. The reactants are: [Cl:1][C:2]1[CH:3]=[N:4][N:5]([CH3:16])[C:6]=1[C:7]1[CH:8]=[C:9]([C:13]([OH:15])=O)[O:10][C:11]=1[CH3:12].[NH2:17][C@@H:18]([CH2:31][C:32]1[CH:37]=[CH:36][C:35]([F:38])=[CH:34][CH:33]=1)[CH2:19][N:20]1[C:28](=[O:29])[C:27]2[C:22](=[CH:23][CH:24]=[CH:25][CH:26]=2)[C:21]1=[O:30].CC(OC(N[C@H](C(O)=O)CC1C=CC=CC=1C(F)(F)F)=O)(C)C.C1CN([P+](Br)(N2CCCC2)N2CCCC2)CC1.F[P-](F)(F)(F)(F)F.CCN(C(C)C)C(C)C. (7) Given the product [C:20]([NH:19][C:7]1[CH:8]=[CH:9][C:10]([N:12]2[CH2:17][CH2:16][N:15]([CH3:18])[CH2:14][CH2:13]2)=[CH:11][C:6]=1[CH2:5][C:4]([NH2:24])=[O:3])(=[O:22])[CH3:21], predict the reactants needed to synthesize it. The reactants are: C([O:3][C:4](=O)[CH2:5][C:6]1[CH:11]=[C:10]([N:12]2[CH2:17][CH2:16][N:15]([CH3:18])[CH2:14][CH2:13]2)[CH:9]=[CH:8][C:7]=1[NH:19][C:20](=[O:22])[CH3:21])C.[NH4+:24].[OH-]. (8) Given the product [ClH:17].[F:1][C:2]1[CH:16]=[CH:15][CH:14]=[CH:13][C:3]=1[CH2:4][O:5][C:6]1[CH:12]=[CH:11][C:9]([NH:10][C:18]2[C:27]3[C:22](=[CH:23][CH:24]=[C:25]([C:28]4[O:29][C:30]([C:33]([F:36])([F:34])[F:35])=[N:31][N:32]=4)[CH:26]=3)[N:21]=[CH:20][N:19]=2)=[CH:8][CH:7]=1, predict the reactants needed to synthesize it. The reactants are: [F:1][C:2]1[CH:16]=[CH:15][CH:14]=[CH:13][C:3]=1[CH2:4][O:5][C:6]1[CH:12]=[CH:11][C:9]([NH2:10])=[CH:8][CH:7]=1.[Cl:17][C:18]1[C:27]2[C:22](=[CH:23][CH:24]=[C:25]([C:28]3[O:29][C:30]([C:33]([F:36])([F:35])[F:34])=[N:31][N:32]=3)[CH:26]=2)[N:21]=[CH:20][N:19]=1.